This data is from Full USPTO retrosynthesis dataset with 1.9M reactions from patents (1976-2016). The task is: Predict the reactants needed to synthesize the given product. Given the product [OH:30][C@@H:29]1[CH2:25][C@H:26]([OH:56])[C@H:27]([CH2:47]/[CH:48]=[CH:49]\[CH2:50][CH2:51][CH2:52][C:53]([O:55][CH2:60][C:59]([CH2:61][OH:62])([CH3:63])[CH2:58][OH:57])=[O:54])[C@H:28]1/[CH:31]=[CH:32]/[C@@H:33]([OH:46])[CH2:34][O:35][C:36]1[CH:37]=[CH:38][CH:39]=[C:40]([C:42]([F:45])([F:44])[F:43])[CH:41]=1, predict the reactants needed to synthesize it. The reactants are: CN(C(ON1N=NC2C=CC=CC1=2)=[N+](C)C)C.F[P-](F)(F)(F)(F)F.[CH2:25]1[C@@H:29]([OH:30])[C@H:28](/[CH:31]=[CH:32]/[C@@H:33]([OH:46])[CH2:34][O:35][C:36]2[CH:41]=[C:40]([C:42]([F:45])([F:44])[F:43])[CH:39]=[CH:38][CH:37]=2)[C@@H:27]([CH2:47]/[CH:48]=[CH:49]\[CH2:50][CH2:51][CH2:52][C:53]([OH:55])=[O:54])[C@H:26]1[OH:56].[OH:57][CH2:58][C:59]([CH2:63]O)([CH2:61][OH:62])[CH3:60].C(N(CC)CC)C.